This data is from Catalyst prediction with 721,799 reactions and 888 catalyst types from USPTO. The task is: Predict which catalyst facilitates the given reaction. Reactant: [C:1]([C:5]1[CH:10]=[CH:9][C:8]([CH:11]=[CH2:12])=[CH:7][C:6]=1[Cl:13])([CH3:4])([CH3:3])[CH3:2].CN1C=CN=C1.[CH2:20]([O:22][C:23](=[O:27])[CH:24]=[N+]=[N-])[CH3:21]. Product: [C:1]([C:5]1[CH:10]=[CH:9][C:8]([CH:11]2[CH2:12][CH:24]2[C:23]([O:22][CH2:20][CH3:21])=[O:27])=[CH:7][C:6]=1[Cl:13])([CH3:4])([CH3:3])[CH3:2]. The catalyst class is: 11.